From a dataset of Full USPTO retrosynthesis dataset with 1.9M reactions from patents (1976-2016). Predict the reactants needed to synthesize the given product. (1) Given the product [CH2:1]([O:8][C:9]([NH:11][C@H:12]1[CH2:16][CH2:15][N:14]([C@@H:17]([CH3:25])[C:18]([OH:20])=[O:19])[C:13]1=[O:26])=[O:10])[C:2]1[CH:7]=[CH:6][CH:5]=[CH:4][CH:3]=1, predict the reactants needed to synthesize it. The reactants are: [CH2:1]([O:8][C:9]([NH:11][C@H:12]1[CH2:16][CH2:15][N:14]([C@@H:17]([CH3:25])[C:18]([O:20]C(C)(C)C)=[O:19])[C:13]1=[O:26])=[O:10])[C:2]1[CH:7]=[CH:6][CH:5]=[CH:4][CH:3]=1.C(O)(C(F)(F)F)=O. (2) Given the product [Cl:1][C:2]1[CH:13]=[C:6]2[C:7]([O:9][C:10](=[O:12])[N:11]([CH3:14])[C:5]2=[CH:4][CH:3]=1)=[O:8], predict the reactants needed to synthesize it. The reactants are: [Cl:1][C:2]1[CH:13]=[C:6]2[C:7]([O:9][C:10](=[O:12])[NH:11][C:5]2=[CH:4][CH:3]=1)=[O:8].[C:14](=O)([O-])[O-].[Na+].[Na+].S(OC)(OC)(=O)=O.Cl. (3) Given the product [Br:18][C:19]1[CH:20]=[CH:21][C:22]([C:23]2[N:24]([C:25]3[CH:30]=[CH:29][C:28]([Cl:31])=[CH:27][CH:26]=3)[C:4](=[O:5])[C:6]3[N:7]=[N:8][N:9]([C:12]4[CH:13]=[CH:14][CH:15]=[CH:16][CH:17]=4)[C:10]=3[N:11]=2)=[CH:33][CH:34]=1, predict the reactants needed to synthesize it. The reactants are: C(O[C:4]([C:6]1[N:7]=[N:8][N:9]([C:12]2[CH:17]=[CH:16][CH:15]=[CH:14][CH:13]=2)[C:10]=1[NH2:11])=[O:5])C.[Br:18][C:19]1[CH:34]=[CH:33][C:22]([C:23](Cl)=[N:24][C:25]2[CH:30]=[CH:29][C:28]([Cl:31])=[CH:27][CH:26]=2)=[CH:21][CH:20]=1.